This data is from Full USPTO retrosynthesis dataset with 1.9M reactions from patents (1976-2016). The task is: Predict the reactants needed to synthesize the given product. Given the product [O:49]=[S:2]1(=[O:1])[CH2:7][CH2:6][N:5]([CH2:8][CH2:9][NH:10][C@:11]23[CH2:45][CH2:44][C@@H:43]([C:46]([CH3:48])=[CH2:47])[C@@H:12]2[C@@H:13]2[C@@:26]([CH3:29])([CH2:27][CH2:28]3)[C@@:25]3([CH3:30])[C@@H:16]([C@:17]4([CH3:42])[C@@H:22]([CH2:23][CH2:24]3)[C:21]([CH3:31])([CH3:32])[C:20]([CH2:33][CH2:34][C:35]([CH3:40])([CH3:41])[CH2:36][C:37]([NH:87][S:84]([CH3:83])(=[O:86])=[O:85])=[O:38])=[CH:19][CH2:18]4)[CH2:15][CH2:14]2)[CH2:4][CH2:3]1, predict the reactants needed to synthesize it. The reactants are: [O:1]=[S:2]1(=[O:49])[CH2:7][CH2:6][N:5]([CH2:8][CH2:9][NH:10][C@:11]23[CH2:45][CH2:44][C@@H:43]([C:46]([CH3:48])=[CH2:47])[C@@H:12]2[C@@H:13]2[C@@:26]([CH3:29])([CH2:27][CH2:28]3)[C@@:25]3([CH3:30])[C@@H:16]([C@:17]4([CH3:42])[C@@H:22]([CH2:23][CH2:24]3)[C:21]([CH3:32])([CH3:31])[C:20]([CH2:33][CH2:34][C:35]([CH3:41])([CH3:40])[CH2:36][C:37](O)=[O:38])=[CH:19][CH2:18]4)[CH2:15][CH2:14]2)[CH2:4][CH2:3]1.CN(C(ON1N=NC2C=CC=NC1=2)=[N+](C)C)C.F[P-](F)(F)(F)(F)F.C(N(CC)C(C)C)(C)C.[CH3:83][S:84]([NH2:87])(=[O:86])=[O:85].